This data is from Reaction yield outcomes from USPTO patents with 853,638 reactions. The task is: Predict the reaction yield, written as a fraction of the theoretical maximum amount of product (1.0 means a 100% yield; for example, 0.34 means a 34% yield). (1) The reactants are [Br:1][C:2]1[NH:10][C:9]2[C:8](=[O:11])[NH:7][C:6](=[O:12])[N:5]([CH3:13])[C:4]=2[N:3]=1.C(=O)([O-])[O-].[K+].[K+].[CH2:20]([O:22][CH2:23]Cl)[CH3:21]. The catalyst is CN(C)C=O. The product is [Br:1][C:2]1[N:10]([CH2:23][O:22][CH2:20][CH3:21])[C:9]2[C:8](=[O:11])[NH:7][C:6](=[O:12])[N:5]([CH3:13])[C:4]=2[N:3]=1. The yield is 0.700. (2) The reactants are [CH2:1]([N:3]([CH2:11][CH3:12])[C:4]1[CH:5]=[C:6]([OH:10])[CH:7]=[CH:8][CH:9]=1)[CH3:2].[Br:13][CH2:14][CH2:15][CH2:16]Br.C([O-])([O-])=O.[Cs+].[Cs+]. The catalyst is C(#N)C. The product is [Br:13][CH2:14][CH2:15][CH2:16][O:10][C:6]1[CH:5]=[C:4]([CH:9]=[CH:8][CH:7]=1)[N:3]([CH2:1][CH3:2])[CH2:11][CH3:12]. The yield is 0.174. (3) The catalyst is [Cu]I.Cl[Pd](Cl)([P](C1C=CC=CC=1)(C1C=CC=CC=1)C1C=CC=CC=1)[P](C1C=CC=CC=1)(C1C=CC=CC=1)C1C=CC=CC=1.C(Cl)Cl. The product is [CH3:12][O:11][C:3]1[CH:4]=[C:5]([N+:8]([O-:10])=[O:9])[CH:6]=[CH:7][C:2]=1[C:14]#[C:13][Si:15]([CH3:18])([CH3:17])[CH3:16]. The reactants are Br[C:2]1[CH:7]=[CH:6][C:5]([N+:8]([O-:10])=[O:9])=[CH:4][C:3]=1[O:11][CH3:12].[C:13]([Si:15]([CH3:18])([CH3:17])[CH3:16])#[CH:14].C(N(CC)CC)C.C([O-])(O)=O.[Na+]. The yield is 0.850. (4) The reactants are [F:1][C:2]1[CH:3]=[C:4]([C:8](=[N:20]O)[CH2:9][C:10]2[CH:15]=[CH:14][C:13]([C:16]([F:19])([F:18])[F:17])=[CH:12][N:11]=2)[CH:5]=[CH:6][CH:7]=1.CCN(CC)CC.O.C(OCC)(=O)C. The catalyst is COCCOC. The product is [F:1][C:2]1[CH:3]=[C:4]([C:8]2[CH:9]=[C:10]3[CH:15]=[CH:14][C:13]([C:16]([F:19])([F:18])[F:17])=[CH:12][N:11]3[N:20]=2)[CH:5]=[CH:6][CH:7]=1. The yield is 0.920. (5) The reactants are C(OC(=O)[NH:10][CH:11]([C:16]([N:18]1[CH:26]2[CH:21]([CH2:22][CH2:23][CH2:24][CH2:25]2)[CH2:20][CH:19]1[C:27](=[O:41])[NH:28][CH:29]([CH:33]([C:35](=[O:40])[NH:36][CH:37]1[CH2:39][CH2:38]1)[OH:34])[CH2:30][CH2:31][CH3:32])=[O:17])[C:12]([CH3:15])([CH3:14])[CH3:13])C1C=CC=CC=1.[H][H]. The catalyst is CCO.[Pd]. The product is [CH:37]1([NH:36][C:35]([CH:33]([OH:34])[CH:29]([NH:28][C:27]([CH:19]2[CH2:20][CH:21]3[CH:26]([CH2:25][CH2:24][CH2:23][CH2:22]3)[N:18]2[C:16](=[O:17])[CH:11]([NH2:10])[C:12]([CH3:14])([CH3:13])[CH3:15])=[O:41])[CH2:30][CH2:31][CH3:32])=[O:40])[CH2:38][CH2:39]1. The yield is 1.00. (6) The reactants are [Si:1]([O:8][CH2:9][C:10]1[CH:11]=[CH:12][C:13]([NH2:16])=[N:14][CH:15]=1)([C:4]([CH3:7])([CH3:6])[CH3:5])([CH3:3])[CH3:2].[C:17]1([O:23][C:24](Cl)=[O:25])[CH:22]=[CH:21][CH:20]=[CH:19][CH:18]=1.N1C=CC=CC=1. The catalyst is O1CCCC1.C(#N)C.C(OC(=O)C)C. The product is [Si:1]([O:8][CH2:9][C:10]1[CH:11]=[CH:12][C:13]([NH:16][C:24](=[O:25])[O:23][C:17]2[CH:22]=[CH:21][CH:20]=[CH:19][CH:18]=2)=[N:14][CH:15]=1)([C:4]([CH3:7])([CH3:6])[CH3:5])([CH3:3])[CH3:2]. The yield is 0.990. (7) The reactants are [CH2:1]([CH:8]1[C:17]2[C:12](=[CH:13][CH:14]=[C:15]([OH:18])[CH:16]=2)[O:11][CH2:10][CH:9]1[NH:19][C:20](=[O:24])[O:21][CH2:22][CH3:23])[C:2]1[CH:7]=[CH:6][CH:5]=[CH:4][CH:3]=1.N1C=CC=CC=1.[F:31][C:32]([F:45])([F:44])[S:33](O[S:33]([C:32]([F:45])([F:44])[F:31])(=[O:35])=[O:34])(=[O:35])=[O:34]. The catalyst is C(Cl)Cl. The product is [F:31][C:32]([F:45])([F:44])[S:33]([O:18][C:15]1[CH:16]=[C:17]2[C:12](=[CH:13][CH:14]=1)[O:11][CH2:10][CH:9]([NH:19][C:20]([O:21][CH2:22][CH3:23])=[O:24])[CH:8]2[CH2:1][C:2]1[CH:3]=[CH:4][CH:5]=[CH:6][CH:7]=1)(=[O:35])=[O:34]. The yield is 0.940. (8) The reactants are [CH3:1][O:2][C:3]1[CH:4]=[C:5]2[C:10](=[CH:11][C:12]=1[O:13][CH3:14])[N:9]=[CH:8][CH:7]=[C:6]2[S:15][C:16]1[S:17][C:18]([N+:21]([O-])=O)=[CH:19][N:20]=1.[Cl-].[NH4+].C(O)C.O. The catalyst is [Fe].CO.C(OCC)(=O)C. The product is [CH3:1][O:2][C:3]1[CH:4]=[C:5]2[C:10](=[CH:11][C:12]=1[O:13][CH3:14])[N:9]=[CH:8][CH:7]=[C:6]2[S:15][C:16]1[S:17][C:18]([NH2:21])=[CH:19][N:20]=1. The yield is 0.300. (9) The reactants are C1(O[C:8](=[O:32])[NH:9][C:10]2[CH:15]=[CH:14][C:13]([S:16]([CH:19]([CH3:21])[CH3:20])(=[O:18])=[O:17])=[C:12]([CH2:22][N:23]([C:25]([O:27][C:28]([CH3:31])([CH3:30])[CH3:29])=[O:26])[CH3:24])[CH:11]=2)C=CC=CC=1.[Br:33][C:34]1[CH:39]=[CH:38][C:37]([CH2:40][CH2:41][CH2:42]C(NC2C=CC(SC(C)C)=C(C=2)CN(C)C(=O)OC(C)(C)C)=O)=[CH:36][CH:35]=1.C1C=C(Cl)C=C(C(OO)=O)C=1. No catalyst specified. The product is [Br:33][C:34]1[CH:39]=[CH:38][C:37]([CH2:40][CH2:41][CH2:42][C:8]([NH:9][C:10]2[CH:15]=[CH:14][C:13]([S:16]([CH:19]([CH3:21])[CH3:20])(=[O:18])=[O:17])=[C:12]([CH:11]=2)[CH2:22][N:23]([CH3:24])[C:25](=[O:26])[O:27][C:28]([CH3:31])([CH3:29])[CH3:30])=[O:32])=[CH:36][CH:35]=1. The yield is 0.970.